From a dataset of TCR-epitope binding with 47,182 pairs between 192 epitopes and 23,139 TCRs. Binary Classification. Given a T-cell receptor sequence (or CDR3 region) and an epitope sequence, predict whether binding occurs between them. The epitope is LEPLVDLPI. The TCR CDR3 sequence is CASSFPGRPYEQYF. Result: 1 (the TCR binds to the epitope).